From a dataset of Peptide-MHC class I binding affinity with 185,985 pairs from IEDB/IMGT. Regression. Given a peptide amino acid sequence and an MHC pseudo amino acid sequence, predict their binding affinity value. This is MHC class I binding data. (1) The peptide sequence is ATPQDLNTM. The MHC is HLA-B27:05 with pseudo-sequence HLA-B27:05. The binding affinity (normalized) is 0.0847. (2) The peptide sequence is PTILATLNT. The MHC is HLA-A68:02 with pseudo-sequence HLA-A68:02. The binding affinity (normalized) is 0. (3) The peptide sequence is YVLNGYTEF. The MHC is HLA-C03:03 with pseudo-sequence HLA-C03:03. The binding affinity (normalized) is 0.622. (4) The peptide sequence is MVFQNYALY. The MHC is HLA-B58:01 with pseudo-sequence HLA-B58:01. The binding affinity (normalized) is 0.604. (5) The peptide sequence is FVFEATKLY. The MHC is HLA-B08:01 with pseudo-sequence HLA-B08:01. The binding affinity (normalized) is 0.0847. (6) The peptide sequence is KEKGGLEGL. The MHC is HLA-A24:02 with pseudo-sequence HLA-A24:02. The binding affinity (normalized) is 0. (7) The peptide sequence is CSANNSHHYI. The MHC is H-2-Db with pseudo-sequence H-2-Db. The binding affinity (normalized) is 0.574. (8) The peptide sequence is FDLCEGTTVV. The MHC is HLA-B51:01 with pseudo-sequence HLA-B51:01. The binding affinity (normalized) is 0.143. (9) The peptide sequence is LPLPWAAGA. The MHC is HLA-B51:01 with pseudo-sequence HLA-B51:01. The binding affinity (normalized) is 0.329. (10) The peptide sequence is VTRRFPIL. The MHC is H-2-Db with pseudo-sequence H-2-Db. The binding affinity (normalized) is 0.